This data is from Forward reaction prediction with 1.9M reactions from USPTO patents (1976-2016). The task is: Predict the product of the given reaction. The product is: [CH3:13][C:11]1[CH:10]=[C:6]([CH:5]=[C:4]([N:3]2[CH2:1][CH2:2][O:21][CH2:15][CH2:14]2)[N:12]=1)[C:7]([OH:9])=[O:8]. Given the reactants [CH2:1]([N:3]([CH2:14][CH3:15])[C:4]1[CH:5]=[C:6]([CH:10]=[C:11]([CH3:13])[N:12]=1)[C:7]([OH:9])=[O:8])[CH3:2].ClC1C=C(C=C(Cl)N=1)C(O)=[O:21].N1CCOCC1, predict the reaction product.